Dataset: Forward reaction prediction with 1.9M reactions from USPTO patents (1976-2016). Task: Predict the product of the given reaction. (1) Given the reactants [C:1]([O:5][C:6]([N:8]1[CH2:13][CH2:12][CH:11]([O:14][C:15]2[CH:24]=[C:23]([N:25]3[CH2:30][CH2:29][O:28][CH2:27][CH2:26]3)[CH:22]=[CH:21][C:16]=2[C:17]([O:19]C)=[O:18])[CH2:10][CH2:9]1)=[O:7])([CH3:4])([CH3:3])[CH3:2].O.[OH-].[Li+].O.CO, predict the reaction product. The product is: [C:1]([O:5][C:6]([N:8]1[CH2:9][CH2:10][CH:11]([O:14][C:15]2[CH:24]=[C:23]([N:25]3[CH2:30][CH2:29][O:28][CH2:27][CH2:26]3)[CH:22]=[CH:21][C:16]=2[C:17]([OH:19])=[O:18])[CH2:12][CH2:13]1)=[O:7])([CH3:4])([CH3:2])[CH3:3]. (2) Given the reactants CCCCCCCCCCCCCCC[CH2:16][CH2:17][C:18]([O:20]CCCCCCCCCCCCCC(C)C)=[O:19].C(O)CCCCCO.C(CC(C)(C)C(O[O-])=O)(C)(C)C.C([O-])(=O)C(C)=C.[CH:63]([N:65]1[CH2:69][CH2:68][CH2:67][C:66]1=[O:70])=[CH2:64], predict the reaction product. The product is: [CH:63]([N:65]1[CH2:69][CH2:68][CH2:67][C:66]1=[O:70])=[CH2:64].[C:18]([OH:20])(=[O:19])[CH:17]=[CH2:16]. (3) Given the reactants C(=O)([O-])O.[Na+].[F:6][C:7]([F:18])([F:17])[C:8]1[CH:9]=[C:10](B(O)O)[CH:11]=[CH:12][CH:13]=1.I[C:20]1[CH:25]=[CH:24][C:23]([OH:26])=[CH:22][CH:21]=1, predict the reaction product. The product is: [F:6][C:7]([F:18])([F:17])[C:8]1[CH:9]=[C:10]([C:20]2[CH:25]=[CH:24][C:23]([OH:26])=[CH:22][CH:21]=2)[CH:11]=[CH:12][CH:13]=1. (4) Given the reactants [Li+].[OH-].C[O:4][C:5]([C:7]1[CH:8]=[C:9]2[C:14](=[CH:15][CH:16]=1)[N:13]=[CH:12][C:11]([NH:17][S:18]([C:21]1[CH:26]=[C:25]([Br:27])[CH:24]=[CH:23][C:22]=1[O:28][CH3:29])(=[O:20])=[O:19])=[CH:10]2)=[O:6], predict the reaction product. The product is: [Br:27][C:25]1[CH:24]=[CH:23][C:22]([O:28][CH3:29])=[C:21]([S:18]([NH:17][C:11]2[CH:12]=[N:13][C:14]3[C:9]([CH:10]=2)=[CH:8][C:7]([C:5]([OH:6])=[O:4])=[CH:16][CH:15]=3)(=[O:19])=[O:20])[CH:26]=1. (5) Given the reactants [NH2:1][C:2]1[CH:3]=[CH:4][C:5]([C:8]2[N:13]=[C:12]([OH:14])[C:11]([Cl:15])=[C:10]([CH3:16])[N:9]=2)=[N:6][CH:7]=1.C(N(CC)CC)C.[Cl:24][CH2:25][C:26](Cl)=[O:27], predict the reaction product. The product is: [Cl:24][CH2:25][C:26]([NH:1][C:2]1[CH:7]=[N:6][C:5]([C:8]2[N:13]=[C:12]([OH:14])[C:11]([Cl:15])=[C:10]([CH3:16])[N:9]=2)=[CH:4][CH:3]=1)=[O:27]. (6) Given the reactants [CH3:1][S:2]([CH2:5][CH2:6][O:7][C:8]1[CH:13]=[CH:12][C:11]([C:14]2[N:23]=[C:22]([NH:24][CH2:25][C@H:26]3[O:31][CH2:30][CH2:29][N:28](C(OC(C)(C)C)=O)[CH2:27]3)[C:21]3[C:16](=[N:17][CH:18]=[CH:19][N:20]=3)[CH:15]=2)=[CH:10][CH:9]=1)(=[O:4])=[O:3], predict the reaction product. The product is: [CH3:1][S:2]([CH2:5][CH2:6][O:7][C:8]1[CH:9]=[CH:10][C:11]([C:14]2[N:23]=[C:22]([NH:24][CH2:25][C@H:26]3[O:31][CH2:30][CH2:29][NH:28][CH2:27]3)[C:21]3[C:16](=[N:17][CH:18]=[CH:19][N:20]=3)[CH:15]=2)=[CH:12][CH:13]=1)(=[O:3])=[O:4]. (7) Given the reactants [Br:1][C:2]1[C:7]([I:8])=[CH:6][N:5]=[C:4]([NH2:9])[CH:3]=1.[N:10]([CH2:13][CH3:14])=[C:11]=[O:12].CCCCCC, predict the reaction product. The product is: [Br:1][C:2]1[C:7]([I:8])=[CH:6][N:5]=[C:4]([NH:9][C:11]([NH:10][CH2:13][CH3:14])=[O:12])[CH:3]=1. (8) Given the reactants [CH2:1]([O:8][C:9]([N:11]1[CH2:15][CH2:14][CH:13]([CH2:16][NH2:17])[CH2:12]1)=[O:10])[C:2]1[CH:7]=[CH:6][CH:5]=[CH:4][CH:3]=1.CS[C:20]1[C:29]2[C:24](=[N:25][CH:26]=[CH:27][N:28]=2)[N:23]=[CH:22][N:21]=1, predict the reaction product. The product is: [CH2:1]([O:8][C:9]([N:11]1[CH2:15][CH2:14][CH:13]([CH2:16][NH:17][C:20]2[C:29]3[C:24](=[N:25][CH:26]=[CH:27][N:28]=3)[N:23]=[CH:22][N:21]=2)[CH2:12]1)=[O:10])[C:2]1[CH:7]=[CH:6][CH:5]=[CH:4][CH:3]=1. (9) Given the reactants [Br:1][C:2]1[CH:3]=[CH:4][C:5]([F:25])=[C:6]([CH:8]([C:10]2[CH:15]=[C:14]([CH:16]([CH3:18])[CH3:17])[CH:13]=[C:12]([CH:19]([CH3:21])[CH3:20])[C:11]=2[O:22][CH2:23][CH3:24])[OH:9])[CH:7]=1.[Cr](Cl)([O-])(=O)=O.[NH+]1C=CC=CC=1, predict the reaction product. The product is: [Br:1][C:2]1[CH:3]=[CH:4][C:5]([F:25])=[C:6]([C:8]([C:10]2[CH:15]=[C:14]([CH:16]([CH3:17])[CH3:18])[CH:13]=[C:12]([CH:19]([CH3:20])[CH3:21])[C:11]=2[O:22][CH2:23][CH3:24])=[O:9])[CH:7]=1. (10) Given the reactants [Br:1][C:2]1[CH:11]=[C:10]2[C:5]([C:6](=[O:15])[CH:7]=[C:8]([C:12]([OH:14])=O)[O:9]2)=[CH:4][C:3]=1[F:16].Cl.Cl.[O:19]1[C:23]2[CH:24]=[CH:25][C:26]([CH2:28][N:29]3[CH2:34][CH2:33][CH:32]([NH2:35])[CH2:31][CH2:30]3)=[CH:27][C:22]=2[O:21][CH2:20]1.CCN=C=NCCCN(C)C.C1C=CC2N(O)N=NC=2C=1.CN1CCOCC1, predict the reaction product. The product is: [O:19]1[C:23]2[CH:24]=[CH:25][C:26]([CH2:28][N:29]3[CH2:34][CH2:33][CH:32]([NH:35][C:12]([C:8]4[O:9][C:10]5[C:5]([C:6](=[O:15])[CH:7]=4)=[CH:4][C:3]([F:16])=[C:2]([Br:1])[CH:11]=5)=[O:14])[CH2:31][CH2:30]3)=[CH:27][C:22]=2[O:21][CH2:20]1.